From a dataset of CYP2C9 inhibition data for predicting drug metabolism from PubChem BioAssay. Regression/Classification. Given a drug SMILES string, predict its absorption, distribution, metabolism, or excretion properties. Task type varies by dataset: regression for continuous measurements (e.g., permeability, clearance, half-life) or binary classification for categorical outcomes (e.g., BBB penetration, CYP inhibition). Dataset: cyp2c9_veith. (1) The drug is O=C(Oc1ccccc1)N1CCC2(CCCN(Cc3nccs3)C2)CC1. The result is 0 (non-inhibitor). (2) The drug is O=C(COC(=O)c1ccncc1)NC(=O)C1CCCCC1. The result is 1 (inhibitor). (3) The drug is O=C(O)CC(O)C(=O)O. The result is 0 (non-inhibitor). (4) The drug is N#Cc1cccc(NC(=O)N2CCCC3(CCN(S(=O)(=O)c4ccccc4)CC3)C2)c1. The result is 0 (non-inhibitor). (5) The result is 0 (non-inhibitor). The drug is COc1ccc(Oc2c(C=O)c3ccccc3n2C)cc1. (6) The drug is Clc1ccc(-c2csc(N3CCC(c4ccccc4)C3)n2)cc1. The result is 1 (inhibitor). (7) The drug is COc1ccc(NC(=O)c2cn(-c3ccccc3)nc2-c2cc3ccccc3o2)cc1. The result is 1 (inhibitor). (8) The compound is Cn1cccc1C(=O)N1CCC[C@@]2(CCN(Cc3ccccc3)C2)C1. The result is 0 (non-inhibitor). (9) The molecule is C[N+](C)(C)[C@@H](C1=CCCC1=O)c1ccccc1. The result is 0 (non-inhibitor). (10) The drug is COCCCNC(=O)c1c(N)n(/N=C/c2ccccn2)c2nc3ccccc3nc12. The result is 1 (inhibitor).